Dataset: Catalyst prediction with 721,799 reactions and 888 catalyst types from USPTO. Task: Predict which catalyst facilitates the given reaction. (1) Reactant: C1(OP([CH2:17][C:18]([OH:20])=[O:19])(OC2C=CC=CC=2)=O)C=CC=CC=1.[CH3:21][Si]([N-][Si](C)(C)C)(C)C.[Na+].[F:31][C:32]1([F:55])[C:38](=O)[C:37]2[CH:40]=[C:41]([F:44])[CH:42]=[CH:43][C:36]=2[N:35](S(C2C=CC(C)=CC=2)(=O)=O)[CH2:34][CH2:33]1. Product: [F:55][C:32]1([F:31])[CH2:33][CH2:34][NH:35][C:36]2[CH:43]=[CH:42][C:41]([F:44])=[CH:40][C:37]=2/[C:38]/1=[CH:17]/[C:18]([O:20][CH3:21])=[O:19]. The catalyst class is: 7. (2) Reactant: [CH:1]12[CH2:10][CH:5]3[CH2:6][CH:7]([CH2:9][CH:3]([CH2:4]3)[C:2]1=[S:11])[CH2:8]2.[C-:12]#[N:13].[Na+]. Product: [SH:11][C:2]1([C:12]#[N:13])[CH:3]2[CH2:9][CH:7]3[CH2:6][CH:5]([CH2:10][CH:1]1[CH2:8]3)[CH2:4]2. The catalyst class is: 219. (3) Product: [CH3:19][C:20]([CH3:25])=[CH:21][C:22]([NH:1][C:2]1[CH:3]=[CH:4][C:5]([CH:8]([CH2:14][CH2:15][CH2:16][CH2:17][CH3:18])[C:9]([O:11][CH2:12][CH3:13])=[O:10])=[CH:6][CH:7]=1)=[O:23]. The catalyst class is: 22. Reactant: [NH2:1][C:2]1[CH:7]=[CH:6][C:5]([CH:8]([CH2:14][CH2:15][CH2:16][CH2:17][CH3:18])[C:9]([O:11][CH2:12][CH3:13])=[O:10])=[CH:4][CH:3]=1.[CH3:19][C:20]([CH3:25])=[CH:21][C:22](Cl)=[O:23].O. (4) Reactant: [CH2:1]([O:8][C:9](=[O:36])[NH:10][C:11]([C:13]1[CH:18]=[CH:17][C:16]([CH2:19][NH:20][C:21](=[O:35])[CH:22]([C:26]2[C:31]([F:32])=[CH:30][C:29]([OH:33])=[CH:28][C:27]=2[F:34])[O:23][CH2:24][CH3:25])=[CH:15][CH:14]=1)=[NH:12])[C:2]1[CH:7]=[CH:6][CH:5]=[CH:4][CH:3]=1.O[CH2:38][CH2:39][N:40]1[CH2:45][CH2:44][O:43][CH2:42][CH2:41]1.C1(P(C2C=CC=CC=2)C2C=CC=CC=2)C=CC=CC=1.N(C(OC(C)(C)C)=O)=NC(OC(C)(C)C)=O. Product: [CH2:1]([O:8][C:9](=[O:36])[NH:10][C:11]([C:13]1[CH:18]=[CH:17][C:16]([CH2:19][NH:20][C:21](=[O:35])[CH:22]([C:26]2[C:31]([F:32])=[CH:30][C:29]([O:33][CH2:38][CH2:39][N:40]3[CH2:45][CH2:44][O:43][CH2:42][CH2:41]3)=[CH:28][C:27]=2[F:34])[O:23][CH2:24][CH3:25])=[CH:15][CH:14]=1)=[NH:12])[C:2]1[CH:3]=[CH:4][CH:5]=[CH:6][CH:7]=1. The catalyst class is: 2. (5) Reactant: [CH3:1][N:2]1[CH:6]=[CH:5][N:4]=[CH:3]1.C([Li])CCC.[C:12]([O:16][C:17]([N:19]1[CH2:24][CH2:23][C:22](=[O:25])[CH2:21][CH2:20]1)=[O:18])([CH3:15])([CH3:14])[CH3:13]. Product: [OH:25][C:22]1([C:3]2[N:2]([CH3:1])[CH:6]=[CH:5][N:4]=2)[CH2:21][CH2:20][N:19]([C:17]([O:16][C:12]([CH3:15])([CH3:14])[CH3:13])=[O:18])[CH2:24][CH2:23]1. The catalyst class is: 7. (6) Reactant: [CH2:1]([O:8][C@H:9]1[C@H:13]([O:14][CH2:15][C:16]2[CH:21]=[CH:20][CH:19]=[CH:18][CH:17]=2)[C@@H:12]([CH2:22][O:23][CH2:24][C:25]2[CH:30]=[CH:29][CH:28]=[CH:27][CH:26]=2)[N:11]([C:31]([O:33][C:34]([CH3:37])([CH3:36])[CH3:35])=[O:32])[C@@H:10]1[CH2:38][C:39]([OH:41])=O)[C:2]1[CH:7]=[CH:6][CH:5]=[CH:4][CH:3]=1.CN.Cl.C[CH2:46][N:47](C(C)C)C(C)C.C[NH3+].F[P-](F)(F)(F)(F)F.N1(OC(N(C)C)=[N+](C)C)C2N=CC=CC=2N=N1.F[P-](F)(F)(F)(F)F. Product: [CH2:15]([O:14][C@H:13]1[C@H:9]([O:8][CH2:1][C:2]2[CH:7]=[CH:6][CH:5]=[CH:4][CH:3]=2)[C@@H:10]([CH2:38][C:39]([NH:47][CH3:46])=[O:41])[N:11]([C:31]([O:33][C:34]([CH3:36])([CH3:37])[CH3:35])=[O:32])[C@@H:12]1[CH2:22][O:23][CH2:24][C:25]1[CH:30]=[CH:29][CH:28]=[CH:27][CH:26]=1)[C:16]1[CH:21]=[CH:20][CH:19]=[CH:18][CH:17]=1. The catalyst class is: 163. (7) Reactant: Cl[C:2]1[N:10]=[CH:9][N:8]=[C:7]2[C:3]=1[N:4]=[C:5]([C:18]1[CH:23]=[CH:22][CH:21]=[CH:20][C:19]=1[Cl:24])[N:6]2[C:11]1[CH:16]=[CH:15][C:14]([Cl:17])=[CH:13][CH:12]=1.[C:25]1([C:31]2([NH:37][C:38](=[O:44])[O:39][C:40]([CH3:43])([CH3:42])[CH3:41])[CH2:36][CH2:35][NH:34][CH2:33][CH2:32]2)[CH:30]=[CH:29][CH:28]=[CH:27][CH:26]=1.C(N(CC)CC)C. Product: [Cl:24][C:19]1[CH:20]=[CH:21][CH:22]=[CH:23][C:18]=1[C:5]1[N:6]([C:11]2[CH:16]=[CH:15][C:14]([Cl:17])=[CH:13][CH:12]=2)[C:7]2[C:3]([N:4]=1)=[C:2]([N:34]1[CH2:33][CH2:32][C:31]([NH:37][C:38](=[O:44])[O:39][C:40]([CH3:42])([CH3:41])[CH3:43])([C:25]3[CH:30]=[CH:29][CH:28]=[CH:27][CH:26]=3)[CH2:36][CH2:35]1)[N:10]=[CH:9][N:8]=2. The catalyst class is: 8.